From a dataset of Acute oral toxicity (LD50) regression data from Zhu et al.. Regression/Classification. Given a drug SMILES string, predict its toxicity properties. Task type varies by dataset: regression for continuous values (e.g., LD50, hERG inhibition percentage) or binary classification for toxic/non-toxic outcomes (e.g., AMES mutagenicity, cardiotoxicity, hepatotoxicity). Dataset: ld50_zhu. (1) The drug is c1ccc(-c2ccccc2)cc1. The rat oral LD50 is 1.81, given as -log10 of the dose in mol/kg body weight (higher means more acutely toxic). (2) The drug is C=CC(=C)CCCC(C)(C)O. The rat oral LD50 is 1.46, given as -log10 of the dose in mol/kg body weight (higher means more acutely toxic). (3) The compound is CC(C)=NOCCOC(=O)C(C)Oc1ccc(Oc2cnc3cc(Cl)ccc3n2)cc1. The rat oral LD50 is 1.95, given as -log10 of the dose in mol/kg body weight (higher means more acutely toxic). (4) The compound is CC(=O)OCCN(CCOC(C)=O)N=O. The rat oral LD50 is 1.64, given as -log10 of the dose in mol/kg body weight (higher means more acutely toxic). (5) The compound is CCO[Si](CCCC#N)(OCC)OCC. The rat oral LD50 is 1.67, given as -log10 of the dose in mol/kg body weight (higher means more acutely toxic). (6) The compound is OCCCl. The rat oral LD50 is 3.06, given as -log10 of the dose in mol/kg body weight (higher means more acutely toxic). (7) The molecule is CC(Cl)(Cl)Cl. The rat oral LD50 is 1.11, given as -log10 of the dose in mol/kg body weight (higher means more acutely toxic). (8) The drug is CC1CCC(=O)CC1. The rat oral LD50 is 2.15, given as -log10 of the dose in mol/kg body weight (higher means more acutely toxic). (9) The drug is CN(C)c1ccc(N=Nc2cccc(C(=O)O)c2)cc1. The rat oral LD50 is 1.85, given as -log10 of the dose in mol/kg body weight (higher means more acutely toxic).